Dataset: Full USPTO retrosynthesis dataset with 1.9M reactions from patents (1976-2016). Task: Predict the reactants needed to synthesize the given product. Given the product [C:9]([C:13]1[CH:18]=[CH:17][N:16]=[C:15]([C:19](=[CH2:23])[C:20]([OH:22])=[O:21])[CH:14]=1)([CH3:12])([CH3:11])[CH3:10].[N:16]1[CH:17]=[CH:18][CH:13]=[CH:14][C:15]=1[C:19](=[CH2:23])[C:20]([NH2:1])=[O:21], predict the reactants needed to synthesize it. The reactants are: [N:1]1C=CC=CC=1C=O.[C:9]([C:13]1[CH:18]=[CH:17][N:16]=[C:15]([C:19](=[CH2:23])[C:20]([OH:22])=[O:21])[CH:14]=1)([CH3:12])([CH3:11])[CH3:10].